Dataset: Full USPTO retrosynthesis dataset with 1.9M reactions from patents (1976-2016). Task: Predict the reactants needed to synthesize the given product. (1) Given the product [Cl:28][C:12]1[CH:11]=[C:18]([NH:19][C:2]2[N:7]=[C:6]([Cl:8])[CH:5]=[C:4]([Cl:9])[N:3]=2)[CH:17]=[CH:16][C:13]=1[O:14][CH3:15], predict the reactants needed to synthesize it. The reactants are: Cl[C:2]1[N:7]=[C:6]([Cl:8])[CH:5]=[C:4]([Cl:9])[N:3]=1.Cl[C:11]1[CH:12]=[C:13]([CH:16]=[CH:17][C:18]=1[NH2:19])[O:14][CH3:15].C(N(CC)CC)C.C(Cl)(Cl)[Cl:28].CCCCCC. (2) Given the product [OH:24][N:23]=[C:17]([C:10]1[C:9]([CH2:19][C:20]([CH3:22])=[CH2:21])=[C:8]([C:5]2[CH:4]=[CH:3][C:2]([OH:1])=[CH:7][CH:6]=2)[CH:13]=[C:12]([CH2:14][CH2:15][CH3:16])[CH:11]=1)[NH2:18], predict the reactants needed to synthesize it. The reactants are: [OH:1][C:2]1[CH:7]=[CH:6][C:5]([C:8]2[CH:13]=[C:12]([CH2:14][CH2:15][CH3:16])[CH:11]=[C:10]([C:17]#[N:18])[C:9]=2[CH2:19][C:20]([CH3:22])=[CH2:21])=[CH:4][CH:3]=1.[NH2:23][OH:24]. (3) Given the product [F:27][C:4]1[CH:3]=[C:2]([C:34]2[CH:33]=[CH:32][CH:31]=[C:30]([O:29][CH3:28])[CH:35]=2)[CH:7]=[CH:6][C:5]=1[N:8]1[C:12](=[O:13])[NH:11][N:10]=[C:9]1[CH2:14][C@@H:15]1[CH2:19][CH2:18][N:17]([C:20]([O:22][C:23]([CH3:26])([CH3:25])[CH3:24])=[O:21])[CH2:16]1, predict the reactants needed to synthesize it. The reactants are: Br[C:2]1[CH:7]=[CH:6][C:5]([N:8]2[C:12](=[O:13])[NH:11][N:10]=[C:9]2[CH2:14][C@@H:15]2[CH2:19][CH2:18][N:17]([C:20]([O:22][C:23]([CH3:26])([CH3:25])[CH3:24])=[O:21])[CH2:16]2)=[C:4]([F:27])[CH:3]=1.[CH3:28][O:29][C:30]1[CH:31]=[C:32](B2OC(C)(C)C(C)(C)O2)[CH:33]=[CH:34][CH:35]=1.C(=O)([O-])[O-].[K+].[K+]. (4) The reactants are: [CH3:1][O:2][C:3]1([CH2:8][CH2:9][C@H:10]2[CH2:14][O:13]C(C)(C)[N:11]2[C:17]([O:19][C:20]([CH3:23])([CH3:22])[CH3:21])=[O:18])[CH2:7][CH2:6][CH2:5][CH2:4]1.C12(CS(O)(=O)=O)C(C)(C)C(CC1)CC2=O. Given the product [OH:13][CH2:14][C@@H:10]([NH:11][C:17](=[O:18])[O:19][C:20]([CH3:22])([CH3:21])[CH3:23])[CH2:9][CH2:8][C:3]1([O:2][CH3:1])[CH2:7][CH2:6][CH2:5][CH2:4]1, predict the reactants needed to synthesize it. (5) Given the product [C:50]([C:47]([C:43]1[CH:42]=[C:41]([CH:46]=[CH:45][CH:44]=1)[C:40]([NH:39][C:34]1[CH:35]=[CH:36][C:37]([CH3:38])=[C:32]([N:28]2[C:27](=[O:53])[C:26]3[C:31](=[C:22]([C:15]4[CH:19]=[N:18][NH:17][CH:16]=4)[CH:23]=[CH:24][CH:25]=3)[N:30]=[CH:29]2)[CH:33]=1)=[O:52])([CH3:48])[CH3:49])#[N:51], predict the reactants needed to synthesize it. The reactants are: C(=O)([O-])[O-].[Cs+].[Cs+].CC1(C)C(C)(C)OB([C:15]2[CH:16]=[N:17][NH:18][CH:19]=2)O1.Cl[C:22]1[CH:23]=[CH:24][CH:25]=[C:26]2[C:31]=1[N:30]=[CH:29][N:28]([C:32]1[CH:33]=[C:34]([NH:39][C:40](=[O:52])[C:41]3[CH:46]=[CH:45][CH:44]=[C:43]([C:47]([C:50]#[N:51])([CH3:49])[CH3:48])[CH:42]=3)[CH:35]=[CH:36][C:37]=1[CH3:38])[C:27]2=[O:53]. (6) Given the product [CH2:1]([O:3][C:4](=[O:32])[CH2:5][N:6]1[C:10]([CH3:11])=[C:9]([C:12]2[CH:17]=[CH:16][C:15]([C:18]([F:20])([F:19])[F:21])=[CH:14][C:13]=2[CH2:22][N:23]([CH2:24][C:25]2[CH:30]=[CH:29][CH:28]=[CH:27][CH:26]=2)[C:36]([CH:33]2[CH2:35][CH2:34]2)=[O:37])[C:8]([CH3:31])=[N:7]1)[CH3:2], predict the reactants needed to synthesize it. The reactants are: [CH2:1]([O:3][C:4](=[O:32])[CH2:5][N:6]1[C:10]([CH3:11])=[C:9]([C:12]2[CH:17]=[CH:16][C:15]([C:18]([F:21])([F:20])[F:19])=[CH:14][C:13]=2[CH2:22][NH:23][CH2:24][C:25]2[CH:30]=[CH:29][CH:28]=[CH:27][CH:26]=2)[C:8]([CH3:31])=[N:7]1)[CH3:2].[CH:33]1([C:36](Cl)=[O:37])[CH2:35][CH2:34]1. (7) Given the product [CH2:16]([C:12]1([CH3:15])[C:11]2[C:6](=[CH:7][CH:8]=[CH:9][CH:10]=2)[C:5]([OH:20])=[C:4]([C:3]2[NH:23][C:24]3[CH:29]=[CH:28][CH:27]=[CH:26][C:25]=3[S:30](=[O:31])(=[O:32])[N:33]=2)[C:13]1=[O:14])[CH2:17][CH2:18][CH3:19], predict the reactants needed to synthesize it. The reactants are: CS[C:3](SC)=[C:4]1[C:13](=[O:14])[C:12]([CH2:16][CH2:17][CH2:18][CH3:19])([CH3:15])[C:11]2[C:6](=[CH:7][CH:8]=[CH:9][CH:10]=2)[C:5]1=[O:20].[NH2:23][C:24]1[CH:29]=[CH:28][CH:27]=[CH:26][C:25]=1[S:30]([NH2:33])(=[O:32])=[O:31]. (8) Given the product [Cl:1][C:2]1[N:3]=[C:4]([N:13]2[CH2:18][CH2:17][O:16][CH2:15][CH2:14]2)[C:5]2[S:10][C:9]([CH2:11][N:19]3[CH2:24][CH2:23][CH:22]([C:25]([OH:28])([CH3:27])[CH3:26])[CH2:21][CH2:20]3)=[N:8][C:6]=2[N:7]=1, predict the reactants needed to synthesize it. The reactants are: [Cl:1][C:2]1[N:3]=[C:4]([N:13]2[CH2:18][CH2:17][O:16][CH2:15][CH2:14]2)[C:5]2[S:10][C:9]([CH:11]=O)=[N:8][C:6]=2[N:7]=1.[NH:19]1[CH2:24][CH2:23][CH:22]([C:25]([OH:28])([CH3:27])[CH3:26])[CH2:21][CH2:20]1.C(O[BH-](OC(=O)C)OC(=O)C)(=O)C.[Na+]. (9) Given the product [O:8]1[CH2:9][CH2:10][O:11][CH2:12][C@@H:7]1[CH2:6][N:24]1[CH:25]=[C:20]([C:17]2[CH:16]=[CH:15][C:14]([F:13])=[CH:19][CH:18]=2)[C:21](=[O:31])[C:22]([C:26]([OH:28])=[O:27])=[CH:23]1, predict the reactants needed to synthesize it. The reactants are: CS(O[CH2:6][C@H:7]1[CH2:12][O:11][CH2:10][CH2:9][O:8]1)(=O)=O.[F:13][C:14]1[CH:19]=[CH:18][C:17]([C:20]2[C:21](=[O:31])[C:22]([C:26]([O:28]CC)=[O:27])=[CH:23][NH:24][CH:25]=2)=[CH:16][CH:15]=1.C(=O)([O-])[O-].[Cs+].[Cs+].[OH-].[Na+].Cl. (10) Given the product [C:1]([Si:5]([CH3:13])([CH3:12])[O:6][CH2:7][C:8]#[C:9][CH2:10][NH2:18])([CH3:4])([CH3:3])[CH3:2], predict the reactants needed to synthesize it. The reactants are: [C:1]([Si:5]([CH3:13])([CH3:12])[O:6][CH2:7][C:8]#[C:9][CH2:10]O)([CH3:4])([CH3:3])[CH3:2].C1CCN2C(=[N:18]CCC2)CC1.C1C=CC(P(N=[N+]=[N-])(C2C=CC=CC=2)=O)=CC=1.C([O-])(O)=O.[Na+].C1(P(C2C=CC=CC=2)C2C=CC=CC=2)C=CC=CC=1.[N-]=[N+]=[N-].